From a dataset of NCI-60 drug combinations with 297,098 pairs across 59 cell lines. Regression. Given two drug SMILES strings and cell line genomic features, predict the synergy score measuring deviation from expected non-interaction effect. (1) Cell line: NCI-H460. Drug 2: C1CNP(=O)(OC1)N(CCCl)CCCl. Synergy scores: CSS=9.11, Synergy_ZIP=0.812, Synergy_Bliss=0.322, Synergy_Loewe=-6.46, Synergy_HSA=0.212. Drug 1: CC(C1=C(C=CC(=C1Cl)F)Cl)OC2=C(N=CC(=C2)C3=CN(N=C3)C4CCNCC4)N. (2) Drug 1: C1=CC(=CC=C1CCCC(=O)O)N(CCCl)CCCl. Drug 2: C1=CN(C=N1)CC(O)(P(=O)(O)O)P(=O)(O)O. Cell line: OVCAR-5. Synergy scores: CSS=-0.768, Synergy_ZIP=-6.05, Synergy_Bliss=-9.68, Synergy_Loewe=-11.3, Synergy_HSA=-8.63. (3) Drug 1: CC12CCC3C(C1CCC2=O)CC(=C)C4=CC(=O)C=CC34C. Drug 2: C1CC(C1)(C(=O)O)C(=O)O.[NH2-].[NH2-].[Pt+2]. Cell line: OVCAR3. Synergy scores: CSS=70.0, Synergy_ZIP=0.397, Synergy_Bliss=-0.617, Synergy_Loewe=-1.10, Synergy_HSA=-0.233. (4) Drug 1: CN1C(=O)N2C=NC(=C2N=N1)C(=O)N. Drug 2: CC1CCCC2(C(O2)CC(NC(=O)CC(C(C(=O)C(C1O)C)(C)C)O)C(=CC3=CSC(=N3)C)C)C. Cell line: A549. Synergy scores: CSS=37.8, Synergy_ZIP=-0.937, Synergy_Bliss=-7.66, Synergy_Loewe=-34.1, Synergy_HSA=-9.30. (5) Drug 1: C1CCC(CC1)NC(=O)N(CCCl)N=O. Drug 2: C1CC(=O)NC(=O)C1N2C(=O)C3=CC=CC=C3C2=O. Cell line: SK-MEL-5. Synergy scores: CSS=6.10, Synergy_ZIP=-2.49, Synergy_Bliss=-0.909, Synergy_Loewe=-4.65, Synergy_HSA=-4.77. (6) Drug 1: C1=CC(=C2C(=C1NCCNCCO)C(=O)C3=C(C=CC(=C3C2=O)O)O)NCCNCCO. Drug 2: C1C(C(OC1N2C=NC(=NC2=O)N)CO)O. Cell line: K-562. Synergy scores: CSS=65.3, Synergy_ZIP=-0.316, Synergy_Bliss=-0.816, Synergy_Loewe=8.23, Synergy_HSA=8.92. (7) Synergy scores: CSS=6.60, Synergy_ZIP=-3.30, Synergy_Bliss=-0.643, Synergy_Loewe=-9.41, Synergy_HSA=-1.97. Cell line: 786-0. Drug 2: C(=O)(N)NO. Drug 1: C1CN1P(=S)(N2CC2)N3CC3. (8) Drug 1: CN(C)C1=NC(=NC(=N1)N(C)C)N(C)C. Drug 2: C1C(C(OC1N2C=NC3=C(N=C(N=C32)Cl)N)CO)O. Cell line: SNB-19. Synergy scores: CSS=2.83, Synergy_ZIP=-2.26, Synergy_Bliss=-0.216, Synergy_Loewe=-10.6, Synergy_HSA=-2.16. (9) Drug 1: C1C(C(OC1N2C=C(C(=O)NC2=O)F)CO)O. Drug 2: CC12CCC3C(C1CCC2OP(=O)(O)O)CCC4=C3C=CC(=C4)OC(=O)N(CCCl)CCCl.[Na+]. Cell line: SF-539. Synergy scores: CSS=15.9, Synergy_ZIP=-8.72, Synergy_Bliss=-3.50, Synergy_Loewe=-27.1, Synergy_HSA=-4.61.